Dataset: Reaction yield outcomes from USPTO patents with 853,638 reactions. Task: Predict the reaction yield, written as a fraction of the theoretical maximum amount of product (1.0 means a 100% yield; for example, 0.34 means a 34% yield). (1) The reactants are [CH2:1]1[N:6]([CH2:7][C:8]([NH:10][CH:11]2[CH:16]3[CH2:17][C:18]4(O)[CH2:20][CH:12]2[CH2:13][CH:14]([CH2:19]4)[CH2:15]3)=[O:9])[CH2:5][CH2:4][N:3]([C:22]2[CH:27]=[CH:26][C:25]([C:28]([F:31])([F:30])[F:29])=[CH:24][N:23]=2)[CH2:2]1.CCN(S(F)(F)[F:38])CC. The catalyst is C(Cl)Cl. The product is [CH2:1]1[N:6]([CH2:7][C:8]([NH:10][CH:11]2[CH:16]3[CH2:17][C:18]4([F:38])[CH2:20][CH:12]2[CH2:13][CH:14]([CH2:19]4)[CH2:15]3)=[O:9])[CH2:5][CH2:4][N:3]([C:22]2[CH:27]=[CH:26][C:25]([C:28]([F:31])([F:30])[F:29])=[CH:24][N:23]=2)[CH2:2]1. The yield is 0.620. (2) The reactants are [Br:1][C:2]1[CH:3]=[C:4]2[C:10]([CH:11]([O:14]C)OC)=[N:9][NH:8][C:5]2=[CH:6][N:7]=1.[O:16]1[CH:21]=[CH:20][CH2:19][CH2:18][CH2:17]1.CC1C=CC(S(O)(=O)=O)=CC=1. The catalyst is C1(C)C=CC=CC=1. The product is [Br:1][C:2]1[CH:3]=[C:4]2[C:10]([CH:11]=[O:14])=[N:9][N:8]([CH:17]3[CH2:18][CH2:19][CH2:20][CH2:21][O:16]3)[C:5]2=[CH:6][N:7]=1. The yield is 0.439. (3) The yield is 0.630. The catalyst is C(OCC)C.CO. The reactants are C([Li])CCC.Br[C:7]1[CH:12]=[CH:11][CH:10]=[C:9]([Br:13])[CH:8]=1.[C:14]([C:16]1[CH:21]=[CH:20][N:19]=[CH:18][CH:17]=1)#[N:15].[BH4-].[Na+].[Cl-].[NH4+]. The product is [Br:13][C:9]1[CH:8]=[C:7]([CH:14]([C:16]2[CH:21]=[CH:20][N:19]=[CH:18][CH:17]=2)[NH2:15])[CH:12]=[CH:11][CH:10]=1. (4) The yield is 0.920. The reactants are [H-].[Na+].[F:3][C:4]([F:29])([C:13]([F:28])([F:27])[C:14]([F:26])([F:25])[C:15]([F:24])([F:23])[C:16]([F:22])([F:21])[C:17]([F:20])([F:19])[F:18])[CH2:5][CH2:6][S:7][CH2:8][CH:9]=[CH:10][CH2:11][OH:12].[C:30](=[S:32])=[S:31].[CH3:33]I. The product is [F:29][C:4]([F:3])([C:13]([F:27])([F:28])[C:14]([F:25])([F:26])[C:15]([F:23])([F:24])[C:16]([F:21])([F:22])[C:17]([F:18])([F:19])[F:20])[CH2:5][CH2:6][S:7][CH2:8][CH:9]=[CH:10][CH2:11][O:12][C:30](=[S:32])[S:31][CH3:33]. The catalyst is C1COCC1. (5) The reactants are Cl[C:2]1[N:11]=[C:10]([N:12]2[CH2:17][CH2:16][O:15][CH2:14][CH2:13]2)[C:9]2[C:4](=[CH:5][C:6]([C:19]3[CH:24]=[CH:23][CH:22]=[C:21]([S:25]([CH3:28])(=[O:27])=[O:26])[CH:20]=3)=[C:7](F)[CH:8]=2)[N:3]=1.[NH2:29][C:30]1[N:35]=[CH:34][C:33](B(O)O)=[CH:32][N:31]=1.C(=O)([O-])[O-].[Cs+].[Cs+].CN(C=O)C. The catalyst is Cl[Pd](Cl)([P](C1C=CC=CC=1)(C1C=CC=CC=1)C1C=CC=CC=1)[P](C1C=CC=CC=1)(C1C=CC=CC=1)C1C=CC=CC=1.O. The product is [CH3:28][S:25]([C:21]1[CH:20]=[C:19]([C:6]2[CH:5]=[C:4]3[C:9]([C:10]([N:12]4[CH2:17][CH2:16][O:15][CH2:14][CH2:13]4)=[N:11][C:2]([C:33]4[CH:32]=[N:31][C:30]([NH2:29])=[N:35][CH:34]=4)=[N:3]3)=[CH:8][CH:7]=2)[CH:24]=[CH:23][CH:22]=1)(=[O:27])=[O:26]. The yield is 0.0700. (6) The reactants are [CH3:1][CH:2]1[CH2:7][CH2:6][N:5]([C:8]2[CH:13]=[C:12]([CH:14]3[CH2:19][CH2:18][NH:17][CH2:16][CH2:15]3)[CH:11]=[CH:10][C:9]=2[NH:20][C:21]([C:23]2[NH:24][CH:25]=[C:26]([C:28]#[N:29])[CH:27]=2)=[O:22])[CH2:4][CH2:3]1.FC(F)(F)C(O)=O.[OH-].[Na+].CO.[CH3:41][N:42]([CH3:47])[CH2:43][C:44](O)=[O:45].CCN=C=NCCCN(C)C.C1C=CC2N(O)N=NC=2C=1.CCN(C(C)C)C(C)C. The catalyst is C(Cl)Cl.CCOC(C)=O. The product is [CH3:41][N:42]([CH3:47])[CH2:43][C:44]([N:17]1[CH2:18][CH2:19][CH:14]([C:12]2[CH:11]=[CH:10][C:9]([NH:20][C:21]([C:23]3[NH:24][CH:25]=[C:26]([C:28]#[N:29])[CH:27]=3)=[O:22])=[C:8]([N:5]3[CH2:6][CH2:7][CH:2]([CH3:1])[CH2:3][CH2:4]3)[CH:13]=2)[CH2:15][CH2:16]1)=[O:45]. The yield is 0.780.